Task: Predict the reaction yield, written as a fraction of the theoretical maximum amount of product (1.0 means a 100% yield; for example, 0.34 means a 34% yield).. Dataset: Reaction yield outcomes from USPTO patents with 853,638 reactions The reactants are Cl[C:2]1[N:7]=[CH:6][N:5]=[C:4]([NH:8][C:9]2[CH:10]=[C:11]([CH:16]=[CH:17][C:18]=2[CH3:19])[C:12]([NH:14][CH3:15])=[O:13])[CH:3]=1.Cl.[CH3:21][NH:22][CH2:23][C:24]([CH3:27])([CH3:26])[CH3:25].CCN(C(C)C)C(C)C. The catalyst is CS(C)=O. The product is [CH3:25][C:24]([CH3:27])([CH3:26])[CH2:23][N:22]([CH3:21])[C:2]1[N:7]=[CH:6][N:5]=[C:4]([NH:8][C:9]2[CH:10]=[C:11]([CH:16]=[CH:17][C:18]=2[CH3:19])[C:12]([NH:14][CH3:15])=[O:13])[CH:3]=1. The yield is 0.990.